Dataset: Reaction yield outcomes from USPTO patents with 853,638 reactions. Task: Predict the reaction yield, written as a fraction of the theoretical maximum amount of product (1.0 means a 100% yield; for example, 0.34 means a 34% yield). (1) The reactants are [N:1]1([C:7]2[C:8]3[N:28]=[C:27]([CH2:29][N:30]4[CH2:35][CH2:34][N:33]([C:36]([CH3:41])([CH3:40])[C:37]([NH2:39])=[O:38])[CH2:32][CH2:31]4)[S:26][C:9]=3[N:10]=[C:11]([Sn](CCCC)(CCCC)CCCC)[N:12]=2)[CH2:6][CH2:5][O:4][CH2:3][CH2:2]1.Br[C:43]1[CH:48]=[N:47][CH:46]=[C:45]2[NH:49][CH:50]=[CH:51][C:44]=12. The catalyst is O1CCOCC1.C1C=CC([P]([Pd]([P](C2C=CC=CC=2)(C2C=CC=CC=2)C2C=CC=CC=2)([P](C2C=CC=CC=2)(C2C=CC=CC=2)C2C=CC=CC=2)[P](C2C=CC=CC=2)(C2C=CC=CC=2)C2C=CC=CC=2)(C2C=CC=CC=2)C2C=CC=CC=2)=CC=1.[Cu]I. The product is [CH3:41][C:36]([N:33]1[CH2:34][CH2:35][N:30]([CH2:29][C:27]2[S:26][C:9]3[N:10]=[C:11]([C:43]4[CH:48]=[N:47][CH:46]=[C:45]5[NH:49][CH:50]=[CH:51][C:44]=45)[N:12]=[C:7]([N:1]4[CH2:6][CH2:5][O:4][CH2:3][CH2:2]4)[C:8]=3[N:28]=2)[CH2:31][CH2:32]1)([CH3:40])[C:37]([NH2:39])=[O:38]. The yield is 0.100. (2) The product is [O:12]1[CH2:13][CH2:14][CH:9]([NH:8][C:6]2[N:7]=[CH:2][C:3]3[CH2:18][CH2:17][C@H:16]([C:19]([O:21][CH2:22][CH3:23])=[O:20])[O:15][C:4]=3[N:5]=2)[CH2:10][CH2:11]1. The yield is 0.770. The catalyst is [Pd].CCOC(C)=O. The reactants are Cl[C:2]1[C:3]2[CH2:18][CH2:17][C@H:16]([C:19]([O:21][CH2:22][CH3:23])=[O:20])[O:15][C:4]=2[N:5]=[C:6]([NH:8][CH:9]2[CH2:14][CH2:13][O:12][CH2:11][CH2:10]2)[N:7]=1. (3) The reactants are [NH:1]1[CH:5]=[C:4]([CH:6]2[CH2:11][CH2:10][NH:9][CH2:8][CH2:7]2)[N:3]=[CH:2]1.Cl.CCN([CH:19]([CH3:21])[CH3:20])C(C)C.[Br:22][C:23]1[CH:28]=[CH:27][CH:26]=[CH:25][C:24]=1[S:29](Cl)(=[O:31])=[O:30]. The catalyst is C(#N)C. The product is [Br:22][C:23]1[CH:28]=[CH:27][CH:26]=[CH:25][C:24]=1[S:29]([N:9]1[CH2:10][CH2:11][CH:6]([C:4]2[N:3]=[CH:2][N:1]([S:29]([C:20]3[CH:19]=[CH:21][CH:25]=[CH:24][C:23]=3[Br:22])(=[O:31])=[O:30])[CH:5]=2)[CH2:7][CH2:8]1)(=[O:31])=[O:30]. The yield is 0.920. (4) The reactants are [Br:1][C:2]1[CH:3]=[C:4]([O:10][C:11]2[CH:16]=[CH:15][C:14]([F:17])=[CH:13][CH:12]=2)[C:5]([C:8]#[N:9])=[N:6][CH:7]=1.S(=O)(=O)(O)[OH:19].[OH-].[Na+]. The catalyst is O. The product is [Br:1][C:2]1[CH:3]=[C:4]([O:10][C:11]2[CH:16]=[CH:15][C:14]([F:17])=[CH:13][CH:12]=2)[C:5]([C:8]([NH2:9])=[O:19])=[N:6][CH:7]=1. The yield is 1.00. (5) The reactants are [Cl:1][C:2]1[CH:3]=[C:4]([CH:7]=[CH:8][C:9]=1[CH2:10][N:11]1[C:19](=[O:20])[C:18]2[C:13](=[CH:14][CH:15]=[CH:16][CH:17]=2)[C:12]1=[O:21])[CH:5]=O.[C:22]([O-])([O-])=O.[K+].[K+]. The catalyst is O1CCOCC1.[Br-].C[P+](C1C=CC=CC=1)(C1C=CC=CC=1)C1C=CC=CC=1. The product is [Cl:1][C:2]1[CH:3]=[C:4]([CH:5]=[CH2:22])[CH:7]=[CH:8][C:9]=1[CH2:10][N:11]1[C:19](=[O:20])[C:18]2[C:13](=[CH:14][CH:15]=[CH:16][CH:17]=2)[C:12]1=[O:21]. The yield is 0.700. (6) The reactants are [CH3:1][O:2][C:3]([C:5]1([NH2:15])[CH2:7][CH:6]1[C:8]1[CH:13]=[CH:12][CH:11]=[CH:10][C:9]=1[Br:14])=[O:4].[C:16]([NH:23][C@H:24](C(O)=O)[CH2:25][C:26]1[CH:31]=[CH:30][CH:29]=[CH:28][CH:27]=1)([O:18][C:19]([CH3:22])([CH3:21])[CH3:20])=[O:17].F[P-](F)(F)(F)(F)F.N1(OC(N(C)C)=[N+](C)C)C2N=CC=CC=2N=N1.C(N(C(C)C)CC)(C)C.C(O)(=O)CC(CC(O)=O)([C:72]([OH:74])=[O:73])O. The catalyst is C(Cl)Cl.C(OCC)(=O)C. The product is [CH3:1][O:2][C:3]([C:5]1([NH:15][C:72]([O:74][CH:24]([NH:23][C:16]([O:18][C:19]([CH3:20])([CH3:21])[CH3:22])=[O:17])[CH2:25][C:26]2[CH:27]=[CH:28][CH:29]=[CH:30][CH:31]=2)=[O:73])[CH2:7][CH:6]1[C:8]1[CH:13]=[CH:12][CH:11]=[CH:10][C:9]=1[Br:14])=[O:4]. The yield is 0.990. (7) The product is [CH3:10][O:9][C:7](=[O:8])[C:6]1[CH:11]=[CH:12][C:3]([CH:1]=[N:23][C:22]2[CH:24]=[CH:25][C:19]([CH:13]3[CH2:18][CH2:17][CH2:16][CH2:15][CH2:14]3)=[CH:20][CH:21]=2)=[CH:4][CH:5]=1. The catalyst is CO. The reactants are [CH:1]([C:3]1[CH:12]=[CH:11][C:6]([C:7]([O:9][CH3:10])=[O:8])=[CH:5][CH:4]=1)=O.[CH:13]1([C:19]2[CH:25]=[CH:24][C:22]([NH2:23])=[CH:21][CH:20]=2)[CH2:18][CH2:17][CH2:16][CH2:15][CH2:14]1. The yield is 0.990.